This data is from Catalyst prediction with 721,799 reactions and 888 catalyst types from USPTO. The task is: Predict which catalyst facilitates the given reaction. (1) Reactant: C(N(CC)CC)C.N1C=CC=CC=1.S(=O)(=O)=O.[OH:18][CH2:19][C:20]1[CH:21]=[CH:22][C:23]2[N:27]=[C:26]3[S:28][C:29]([C:31]([O:33][CH2:34][CH3:35])=[O:32])=[CH:30][N:25]3[C:24]=2[CH:36]=1.C(=O)(O)[O-].[Na+]. The catalyst class is: 16. Product: [CH:19]([C:20]1[CH:21]=[CH:22][C:23]2[N:27]=[C:26]3[S:28][C:29]([C:31]([O:33][CH2:34][CH3:35])=[O:32])=[CH:30][N:25]3[C:24]=2[CH:36]=1)=[O:18]. (2) Reactant: [F:1][C:2]1[CH:3]=[CH:4][C:5]([N:8]2[C:16]3[CH:15]=[CH:14][N:13]=[CH:12][C:11]=3[N:10]=[CH:9]2)=[N:6][CH:7]=1.[CH3:17][Mg+].[Br-].[Cl:20][C:21]1[C:29]([C:30]([F:33])([F:32])[F:31])=[CH:28][CH:27]=[CH:26][C:22]=1[C:23](Cl)=[O:24].[NH4+].[Cl-]. Product: [Cl:20][C:21]1[C:29]([C:30]([F:33])([F:32])[F:31])=[CH:28][CH:27]=[CH:26][C:22]=1[C:23]([N:13]1[CH:14]=[CH:15][C:16]2[N:8]([C:5]3[CH:4]=[CH:3][C:2]([F:1])=[CH:7][N:6]=3)[CH:9]=[N:10][C:11]=2[CH:12]1[CH3:17])=[O:24]. The catalyst class is: 1. (3) Reactant: [Br:1][C:2]1[N:7]=[C:6]2[C:8]([CH3:36])=[C:9]([CH:11]([NH:18][C:19]3[CH:24]=[CH:23][C:22]([C:25]([N:27]([CH3:35])[CH2:28][CH2:29][C:30]([O:32]CC)=[O:31])=[O:26])=[CH:21][CH:20]=3)[CH:12]3[CH2:17][CH2:16][CH2:15][CH2:14][CH2:13]3)[O:10][C:5]2=[CH:4][CH:3]=1.O1CCCC1.[OH-].[Li+]. Product: [Br:1][C:2]1[N:7]=[C:6]2[C:8]([CH3:36])=[C:9]([CH:11]([NH:18][C:19]3[CH:20]=[CH:21][C:22]([C:25]([N:27]([CH3:35])[CH2:28][CH2:29][C:30]([OH:32])=[O:31])=[O:26])=[CH:23][CH:24]=3)[CH:12]3[CH2:13][CH2:14][CH2:15][CH2:16][CH2:17]3)[O:10][C:5]2=[CH:4][CH:3]=1. The catalyst class is: 8. (4) Reactant: FC(F)(F)C(O)=O.[NH2:8][C:9]1[CH:17]=[C:16]2[C:12]([CH:13]=[C:14]([C:25]([O:27][CH3:28])=[O:26])[N:15]2C(OC(C)(C)C)=O)=[CH:11][CH:10]=1. Product: [NH2:8][C:9]1[CH:17]=[C:16]2[C:12]([CH:13]=[C:14]([C:25]([O:27][CH3:28])=[O:26])[NH:15]2)=[CH:11][CH:10]=1. The catalyst class is: 4. (5) Reactant: [C:1]([O:5][C@@H:6]([C:11]1[C:26]([CH3:27])=[CH:25][C:14]2[N:15]=[C:16]([C:18]3[CH:23]=[CH:22][N:21]=[C:20](Cl)[N:19]=3)[S:17][C:13]=2[C:12]=1[C:28]1[CH:33]=[CH:32][C:31]([Cl:34])=[CH:30][CH:29]=1)[C:7]([O:9][CH3:10])=[O:8])([CH3:4])([CH3:3])[CH3:2].[C:35]([N:42]1[CH2:47][CH2:46][NH:45][CH2:44][C@@H:43]1[CH3:48])([O:37][C:38]([CH3:41])([CH3:40])[CH3:39])=[O:36].C(N(CC)CC)C. Product: [C:1]([O:5][C@@H:6]([C:11]1[C:26]([CH3:27])=[CH:25][C:14]2[N:15]=[C:16]([C:18]3[CH:23]=[CH:22][N:21]=[C:20]([N:45]4[CH2:46][CH2:47][N:42]([C:35]([O:37][C:38]([CH3:41])([CH3:40])[CH3:39])=[O:36])[C@@H:43]([CH3:48])[CH2:44]4)[N:19]=3)[S:17][C:13]=2[C:12]=1[C:28]1[CH:33]=[CH:32][C:31]([Cl:34])=[CH:30][CH:29]=1)[C:7]([O:9][CH3:10])=[O:8])([CH3:4])([CH3:3])[CH3:2]. The catalyst class is: 12.